From a dataset of Forward reaction prediction with 1.9M reactions from USPTO patents (1976-2016). Predict the product of the given reaction. (1) Given the reactants [Cl:1][C:2]1[CH:3]=[C:4]([N:9]=[C:10]=[O:11])[CH:5]=[CH:6][C:7]=1[Cl:8].[F:12][C:13]1[CH:14]=[C:15]([NH2:25])[CH:16]=[CH:17][C:18]=1[N:19]1[CH2:24][CH2:23][CH2:22][CH2:21][CH2:20]1, predict the reaction product. The product is: [Cl:1][C:2]1[CH:3]=[C:4]([NH:9][C:10]([NH:25][C:15]2[CH:16]=[CH:17][C:18]([N:19]3[CH2:24][CH2:23][CH2:22][CH2:21][CH2:20]3)=[C:13]([F:12])[CH:14]=2)=[O:11])[CH:5]=[CH:6][C:7]=1[Cl:8]. (2) Given the reactants [CH3:1][O:2][C:3]1[C:8]2[N:9]=[C:10]([NH2:12])[S:11][C:7]=2[C:6]([C:13]2[N:14]=[C:15]([C:18]3[CH:19]=[N:20][C:21]([CH3:24])=[CH:22][CH:23]=3)[S:16][CH:17]=2)=[CH:5][CH:4]=1.C(N(CC)CC)C.[C:32](Cl)(Cl)=[O:33].[NH:36]1[CH2:41][CH2:40][O:39][CH2:38][CH2:37]1, predict the reaction product. The product is: [CH3:1][O:2][C:3]1[C:8]2[N:9]=[C:10]([NH:12][C:32]([N:36]3[CH2:41][CH2:40][O:39][CH2:38][CH2:37]3)=[O:33])[S:11][C:7]=2[C:6]([C:13]2[N:14]=[C:15]([C:18]3[CH:19]=[N:20][C:21]([CH3:24])=[CH:22][CH:23]=3)[S:16][CH:17]=2)=[CH:5][CH:4]=1. (3) The product is: [Br:1][C:2]1[C:3](=[O:19])[N:4]([CH2:23][C:24]2[O:25][CH:26]=[CH:27][CH:28]=2)[C:5]([CH3:18])=[CH:6][C:7]=1[O:8][CH2:9][C:10]1[CH:15]=[CH:14][C:13]([F:16])=[CH:12][C:11]=1[F:17]. Given the reactants [Br:1][C:2]1[C:3](=[O:19])[NH:4][C:5]([CH3:18])=[CH:6][C:7]=1[O:8][CH2:9][C:10]1[CH:15]=[CH:14][C:13]([F:16])=[CH:12][C:11]=1[F:17].[H-].[Na+].Cl[CH2:23][C:24]1[O:25][CH:26]=[CH:27][CH:28]=1.C(OCC)(=O)C, predict the reaction product. (4) Given the reactants [CH:1]([C:3]1[CH:4]=[CH:5][C:6]([C:9]#[N:10])=[N:7][CH:8]=1)=[CH2:2].CO.[CH:13](OC=O)=O.C(O)=O.[NH2:21][NH2:22], predict the reaction product. The product is: [NH:21]1[C:9]([C:6]2[CH:5]=[CH:4][C:3]([CH:1]=[CH2:2])=[CH:8][N:7]=2)=[N:10][CH:13]=[N:22]1. (5) The product is: [NH2:1][C:2]1[C:7]([O:10][CH:11]2[CH2:12][CH2:13][N:14]([C:17]([O:19][C:20]([CH3:23])([CH3:22])[CH3:21])=[O:18])[CH2:15][CH2:16]2)=[N:6][C:5]([Br:9])=[CH:4][N:3]=1. Given the reactants [NH2:1][C:2]1[C:7](Br)=[N:6][C:5]([Br:9])=[CH:4][N:3]=1.[OH:10][CH:11]1[CH2:16][CH2:15][N:14]([C:17]([O:19][C:20]([CH3:23])([CH3:22])[CH3:21])=[O:18])[CH2:13][CH2:12]1, predict the reaction product.